From a dataset of Full USPTO retrosynthesis dataset with 1.9M reactions from patents (1976-2016). Predict the reactants needed to synthesize the given product. (1) Given the product [CH2:8]([NH:15][CH:3]1[CH2:4][CH2:5][CH2:6][C:1](=[O:7])[CH2:2]1)[C:9]1[CH:14]=[CH:13][CH:12]=[CH:11][CH:10]=1, predict the reactants needed to synthesize it. The reactants are: [C:1]1(=[O:7])[CH2:6][CH2:5][CH2:4][CH:3]=[CH:2]1.[CH2:8]([NH2:15])[C:9]1[CH:14]=[CH:13][CH:12]=[CH:11][CH:10]=1. (2) Given the product [Cl:1][C:2]1[CH:3]=[C:4]([C:8]2[C:13]([O:14][CH3:15])=[CH:12][CH:11]=[C:10]([CH2:16][C:17]3[CH:18]=[CH:19][C:20]([N:25]4[CH2:29][CH2:28][CH2:27][C@@H:26]4[C:30]([OH:32])=[O:31])=[N:21][CH:22]=3)[C:9]=2[F:24])[CH:5]=[CH:6][CH:7]=1, predict the reactants needed to synthesize it. The reactants are: [Cl:1][C:2]1[CH:3]=[C:4]([C:8]2[C:13]([O:14][CH3:15])=[CH:12][CH:11]=[C:10]([CH2:16][C:17]3[CH:18]=[CH:19][C:20](F)=[N:21][CH:22]=3)[C:9]=2[F:24])[CH:5]=[CH:6][CH:7]=1.[NH:25]1[CH2:29][CH2:28][CH2:27][C@H:26]1[C:30]([OH:32])=[O:31].N12CCCN=C1CCCCC2. (3) Given the product [CH2:1]([O:3][C:4]([CH:6]1[CH2:11][NH:10][CH2:9][CH2:8][NH:7]1)=[O:5])[CH3:2], predict the reactants needed to synthesize it. The reactants are: [CH2:1]([O:3][C:4]([CH:6]1[CH2:11][N:10](C(C2C=CC=CC=2)C2C=CC=CC=2)[CH2:9][CH2:8][NH:7]1)=[O:5])[CH3:2].C1(C(C2C=CC=CC=2)CC(O)=O)C=CC=CC=1.C(Cl)CCl. (4) Given the product [CH2:1]([N:8]1[C:16]2([CH2:21][CH2:20][N:19]([C:22]([O:24][C:25]([CH3:27])([CH3:26])[CH3:28])=[O:23])[CH2:18][CH2:17]2)[C:15]2[C:10](=[CH:11][CH:12]=[CH:13][CH:14]=2)[C:9]1=[O:29])[C:2]1[CH:3]=[CH:4][CH:5]=[CH:6][CH:7]=1, predict the reactants needed to synthesize it. The reactants are: [CH2:1]([N:8]1[C:16]2([CH2:21][CH2:20][N:19]([C:22]([O:24][C:25]([CH3:28])([CH3:27])[CH3:26])=[O:23])[CH:18]=[CH:17]2)[C:15]2[C:10](=[CH:11][CH:12]=[CH:13][CH:14]=2)[C:9]1=[O:29])[C:2]1[CH:7]=[CH:6][CH:5]=[CH:4][CH:3]=1. (5) Given the product [CH3:1][N:2]1[CH2:7][CH2:6][CH:5]([O:8][C:9]2[CH:10]=[C:11]([CH:14]=[CH:15][CH:16]=2)[CH2:12][NH:13][C:27]([C:26]2[CH:30]=[CH:31][C:23]([C:17]3[CH:18]=[CH:19][CH:20]=[CH:21][CH:22]=3)=[CH:24][CH:25]=2)=[O:28])[CH2:4][CH2:3]1, predict the reactants needed to synthesize it. The reactants are: [CH3:1][N:2]1[CH2:7][CH2:6][CH:5]([O:8][C:9]2[CH:10]=[C:11]([CH:14]=[CH:15][CH:16]=2)[CH2:12][NH2:13])[CH2:4][CH2:3]1.[C:17]1([C:23]2[CH:31]=[CH:30][C:26]([C:27](O)=[O:28])=[CH:25][CH:24]=2)[CH:22]=[CH:21][CH:20]=[CH:19][CH:18]=1.CCN(C(C)C)C(C)C.C(Cl)CCl.